This data is from Reaction yield outcomes from USPTO patents with 853,638 reactions. The task is: Predict the reaction yield, written as a fraction of the theoretical maximum amount of product (1.0 means a 100% yield; for example, 0.34 means a 34% yield). (1) The reactants are [Cl:1][C:2]1[C:7]([C:8]2[N:12]=[C:11]([CH3:13])[O:10][N:9]=2)=[C:6](Cl)[N:5]=[CH:4][N:3]=1.[NH3:15].CCOC(C)=O. The catalyst is C1COCC1. The product is [Cl:1][C:2]1[N:3]=[CH:4][N:5]=[C:6]([NH2:15])[C:7]=1[C:8]1[N:12]=[C:11]([CH3:13])[O:10][N:9]=1. The yield is 1.00. (2) The reactants are [Cl:1][C:2]1[CH:3]=[CH:4][C:5]([S:29]([CH2:32][CH3:33])(=[O:31])=[O:30])=[C:6]([CH:28]=1)[CH2:7][NH:8][C:9](=[O:27])[C:10]1[CH:15]=[CH:14][C:13]([CH2:16][N:17]2[CH2:22][CH2:21][NH:20][CH2:19][CH2:18]2)=[C:12]([C:23]([F:26])([F:25])[F:24])[CH:11]=1.[CH2:34]=O. The catalyst is C(O)=O.C(OCC)(=O)C. The product is [Cl:1][C:2]1[CH:3]=[CH:4][C:5]([S:29]([CH2:32][CH3:33])(=[O:30])=[O:31])=[C:6]([CH:28]=1)[CH2:7][NH:8][C:9](=[O:27])[C:10]1[CH:15]=[CH:14][C:13]([CH2:16][N:17]2[CH2:22][CH2:21][N:20]([CH3:34])[CH2:19][CH2:18]2)=[C:12]([C:23]([F:24])([F:26])[F:25])[CH:11]=1. The yield is 0.600. (3) The reactants are [CH2:1]([C:3]1[C:8]([O:9][C:10]2[CH:15]=[CH:14][N:13]=[C:12]([C:16]3[CH:17]=[N:18][N:19]([CH3:21])[CH:20]=3)[CH:11]=2)=[CH:7][CH:6]=[C:5](F)[N:4]=1)[CH3:2].O.[NH2:24][NH2:25].C([O-])(O)=O.[Na+]. The catalyst is CC(O)C. The product is [CH2:1]([C:3]1[C:8]([O:9][C:10]2[CH:15]=[CH:14][N:13]=[C:12]([C:16]3[CH:17]=[N:18][N:19]([CH3:21])[CH:20]=3)[CH:11]=2)=[CH:7][CH:6]=[C:5]([NH:24][NH2:25])[N:4]=1)[CH3:2]. The yield is 0.960. (4) The reactants are [Br:1][CH2:2][C@@H:3]([C:5]1[CH:10]=[CH:9][C:8]([O:11][CH2:12][C:13]2[CH:18]=[CH:17][CH:16]=[CH:15][CH:14]=2)=[C:7]([NH:19][CH:20]=[O:21])[CH:6]=1)[OH:4].N1C=CN=C1.[Si:27](Cl)([C:30]([CH3:33])([CH3:32])[CH3:31])([CH3:29])[CH3:28]. The catalyst is CN(C)C=O.C(OC(C)C)(=O)C. The product is [CH2:12]([O:11][C:8]1[CH:9]=[CH:10][C:5]([C@@H:3]([O:4][Si:27]([C:30]([CH3:33])([CH3:32])[CH3:31])([CH3:29])[CH3:28])[CH2:2][Br:1])=[CH:6][C:7]=1[NH:19][CH:20]=[O:21])[C:13]1[CH:14]=[CH:15][CH:16]=[CH:17][CH:18]=1. The yield is 0.680. (5) The reactants are [N:1]1[C:10]2[C:5](=[CH:6][N:7]=[CH:8][CH:9]=2)[CH:4]=[CH:3][C:2]=1[C:11]([OH:13])=O.O.ON1[C:20]2[CH:21]=[CH:22][CH:23]=[CH:24][C:19]=2[N:18]=N1.[CH:25]1(CN)CCCCC1. The catalyst is CN(C=O)C. The product is [CH:19]1([N:18]([CH3:25])[C:11]([C:2]2[CH:3]=[CH:4][C:5]3[C:10](=[CH:9][CH:8]=[N:7][CH:6]=3)[N:1]=2)=[O:13])[CH2:24][CH2:23][CH2:22][CH2:21][CH2:20]1. The yield is 0.970. (6) The reactants are C=O.[Cl:3][C:4]1[N:5]=[CH:6][C:7]2[CH2:8][NH:9][CH2:10][C@@H:11]([C:15]3[CH:20]=[CH:19][CH:18]=[CH:17][CH:16]=3)[O:12][C:13]=2[N:14]=1.[C:21](O)(=O)C.C([BH3-])#N. The catalyst is CO. The product is [Cl:3][C:4]1[N:5]=[CH:6][C:7]2[CH2:8][N:9]([CH3:21])[CH2:10][C@@H:11]([C:15]3[CH:20]=[CH:19][CH:18]=[CH:17][CH:16]=3)[O:12][C:13]=2[N:14]=1. The yield is 1.01. (7) The reactants are [Br:1][C:2]1[CH:7]=[C:6]([F:8])[CH:5]=[CH:4][C:3]=1[CH:9]1[C:14]([C:15]([O:17][CH2:18][CH3:19])=[O:16])=[C:13]([CH2:20]Br)[NH:12][C:11]([C:22]2[S:23][CH:24]=[CH:25][N:26]=2)=[N:10]1.[CH3:27][C:28]1([CH3:37])[O:33][CH2:32][CH2:31][NH:30][C@@H:29]1[C:34]([OH:36])=[O:35].C(=O)([O-])[O-].[K+].[K+]. The catalyst is C(O)C. The product is [Br:1][C:2]1[CH:7]=[C:6]([F:8])[CH:5]=[CH:4][C:3]=1[CH:9]1[N:10]=[C:11]([C:22]2[S:23][CH:24]=[CH:25][N:26]=2)[NH:12][C:13]([CH2:20][N:30]2[CH2:31][CH2:32][O:33][C:28]([CH3:27])([CH3:37])[C@H:29]2[C:34]([OH:36])=[O:35])=[C:14]1[C:15]([O:17][CH2:18][CH3:19])=[O:16]. The yield is 0.650. (8) The reactants are [CH:1]([C:4]1[CH:12]=[CH:11][C:10]2[NH:9][C:8]3[CH2:13][CH2:14][N:15]([CH3:17])[CH2:16][C:7]=3[C:6]=2[CH:5]=1)([CH3:3])[CH3:2].[OH-].[K+].[CH3:20][C:21]1[CH:26]=[CH:25][C:24]([CH:27]=[CH2:28])=[CH:23][N:22]=1. The catalyst is CN1CCCC1=O.O. The product is [CH:1]([C:4]1[CH:12]=[CH:11][C:10]2[N:9]([CH2:28][CH2:27][C:24]3[CH:23]=[N:22][C:21]([CH3:20])=[CH:26][CH:25]=3)[C:8]3[CH2:13][CH2:14][N:15]([CH3:17])[CH2:16][C:7]=3[C:6]=2[CH:5]=1)([CH3:3])[CH3:2]. The yield is 0.150.